This data is from Forward reaction prediction with 1.9M reactions from USPTO patents (1976-2016). The task is: Predict the product of the given reaction. (1) Given the reactants [NH2:1][C:2]1[CH:7]=[CH:6][C:5]([NH:8][S:9]([C:12]2[CH:13]=[C:14]([C:18]3[CH:23]=[CH:22][C:21]([F:24])=[CH:20][CH:19]=3)[CH:15]=[CH:16][CH:17]=2)(=[O:11])=[O:10])=[CH:4][CH:3]=1.[CH3:25][O:26][C:27]1[CH:32]=[CH:31][CH:30]=[CH:29][C:28]=1[N:33]=[C:34]=[O:35], predict the reaction product. The product is: [CH3:25][O:26][C:27]1[CH:32]=[CH:31][CH:30]=[CH:29][C:28]=1[NH:33][C:34](=[O:35])[NH:1][C:2]1[CH:3]=[CH:4][C:5]([NH:8][S:9]([C:12]2[CH:13]=[C:14]([C:18]3[CH:23]=[CH:22][C:21]([F:24])=[CH:20][CH:19]=3)[CH:15]=[CH:16][CH:17]=2)(=[O:11])=[O:10])=[CH:6][CH:7]=1. (2) Given the reactants Br[C:2]1[CH:20]=[CH:19][C:5]([CH2:6][N:7]2[C:15]3[C:10](=[CH:11][CH:12]=[CH:13][CH:14]=3)[C:9]([C:16]([OH:18])=[O:17])=[CH:8]2)=[C:4]([F:21])[CH:3]=1.[CH3:22][N:23]1[CH:27]=[C:26](B2OC(C)(C)C(C)(C)O2)[CH:25]=[N:24]1.C(=O)([O-])[O-].[Cs+].[Cs+].Cl, predict the reaction product. The product is: [F:21][C:4]1[CH:3]=[C:2]([C:26]2[CH:25]=[N:24][N:23]([CH3:22])[CH:27]=2)[CH:20]=[CH:19][C:5]=1[CH2:6][N:7]1[C:15]2[C:10](=[CH:11][CH:12]=[CH:13][CH:14]=2)[C:9]([C:16]([OH:18])=[O:17])=[CH:8]1. (3) Given the reactants [CH2:1]([C:3]1[O:7][C:6]([C:8]2[CH:9]=[N:10][NH:11][C:12]=2[NH2:13])=[N:5][CH:4]=1)[CH3:2].[CH2:14]([N:16]1[C:24]2[C:19](=[CH:20][C:21]([C:25](=O)[CH2:26][C:27](OCC)=[O:28])=[CH:22][CH:23]=2)[CH:18]=[N:17]1)[CH3:15].CC1C=CC(S(O)(=O)=O)=CC=1, predict the reaction product. The product is: [CH2:14]([N:16]1[C:24]2[C:19](=[CH:20][C:21]([C:25]3[NH:13][C:12]4[N:11]([N:10]=[CH:9][C:8]=4[C:6]4[O:7][C:3]([CH2:1][CH3:2])=[CH:4][N:5]=4)[C:27](=[O:28])[CH:26]=3)=[CH:22][CH:23]=2)[CH:18]=[N:17]1)[CH3:15]. (4) The product is: [CH3:19][O:18][C:11]1[CH:12]=[N:13][CH:14]=[C:15]([O:16][CH3:17])[C:10]=1[CH:2]1[N:1]([CH2:29][C:28]2[CH:31]=[CH:32][CH:33]=[C:26]([C:24]3[N:25]=[C:21]([CH3:20])[S:22][CH:23]=3)[CH:27]=2)[C:6](=[O:8])[CH2:5][CH2:4][CH2:3]1. Given the reactants [NH2:1][CH:2]([C:10]1[C:15]([O:16][CH3:17])=[CH:14][N:13]=[CH:12][C:11]=1[O:18][CH3:19])[CH2:3][CH2:4][CH2:5][C:6]([O:8]C)=O.[CH3:20][C:21]1[S:22][CH:23]=[C:24]([C:26]2[CH:27]=[C:28]([CH:31]=[CH:32][CH:33]=2)[CH:29]=O)[N:25]=1, predict the reaction product. (5) Given the reactants [F:1][C:2]1[CH:3]=[C:4]([N:9]2[CH2:13][C@H:12]([CH2:14][N:15]3[CH:19]=[C:18]([Cl:20])[N:17]=[N:16]3)[O:11][C:10]2=[O:21])[CH:5]=[CH:6][C:7]=1I.[B:22]1([B:22]2[O:26][C:25]([CH3:28])([CH3:27])[C:24]([CH3:30])([CH3:29])[O:23]2)[O:26][C:25]([CH3:28])([CH3:27])[C:24]([CH3:30])([CH3:29])[O:23]1.C([O-])(=O)C.[K+], predict the reaction product. The product is: [F:1][C:2]1[CH:3]=[C:4]([N:9]2[CH2:13][C@H:12]([CH2:14][N:15]3[CH:19]=[C:18]([Cl:20])[N:17]=[N:16]3)[O:11][C:10]2=[O:21])[CH:5]=[CH:6][C:7]=1[B:22]1[O:26][C:25]([CH3:28])([CH3:27])[C:24]([CH3:30])([CH3:29])[O:23]1. (6) The product is: [CH3:19][C:20]1[N:21]=[C:22]([NH:25][C:2]2[CH:7]=[C:6]([O:8][C:9]3[CH:18]=[CH:17][CH:16]=[CH:15][C:10]=3[C:11]([O:13][CH3:14])=[O:12])[CH:5]=[CH:4][N:3]=2)[S:23][CH:24]=1. Given the reactants Cl[C:2]1[CH:7]=[C:6]([O:8][C:9]2[CH:18]=[CH:17][CH:16]=[CH:15][C:10]=2[C:11]([O:13][CH3:14])=[O:12])[CH:5]=[CH:4][N:3]=1.[CH3:19][C:20]1[N:21]=[C:22]([NH2:25])[S:23][CH:24]=1.P([O-])([O-])([O-])=O.[K+].[K+].[K+].C1(P(C2C=CC=CC=2)C2C3OC4C(=CC=CC=4P(C4C=CC=CC=4)C4C=CC=CC=4)C(C)(C)C=3C=CC=2)C=CC=CC=1, predict the reaction product. (7) Given the reactants [NH2:1][C:2]1[C:7]([C:8]#[N:9])=[C:6]([C:10]2[CH:15]=[CH:14][C:13]([OH:16])=[CH:12][CH:11]=2)[C:5]([C:17]#[N:18])=[C:4]([S:19][CH2:20][CH2:21][NH2:22])[N:3]=1.[CH3:23][N:24]=[C:25]=[O:26], predict the reaction product. The product is: [NH2:1][C:2]1[N:3]=[C:4]([S:19][CH2:20][CH2:21][NH:22][C:25]([NH:24][CH3:23])=[O:26])[C:5]([C:17]#[N:18])=[C:6]([C:10]2[CH:11]=[CH:12][C:13]([OH:16])=[CH:14][CH:15]=2)[C:7]=1[C:8]#[N:9]. (8) Given the reactants [Cl:1][C:2]1[C:3]([CH:11]([CH:13]2[CH2:18][CH2:17][CH2:16][CH2:15][CH2:14]2)[OH:12])=[C:4]2[CH:10]=[CH:9][NH:8][C:5]2=[N:6][CH:7]=1.CC(OI1(OC(C)=O)(OC(C)=O)OC(=O)C2C=CC=CC1=2)=O, predict the reaction product. The product is: [Cl:1][C:2]1[C:3]([C:11]([CH:13]2[CH2:14][CH2:15][CH2:16][CH2:17][CH2:18]2)=[O:12])=[C:4]2[CH:10]=[CH:9][NH:8][C:5]2=[N:6][CH:7]=1. (9) Given the reactants [CH3:1][N:2]([CH3:12])[C:3]1[CH:11]=[CH:10][C:6]([C:7](O)=[O:8])=[CH:5][CH:4]=1.S(Cl)([Cl:15])=O, predict the reaction product. The product is: [CH3:1][N:2]([CH3:12])[C:3]1[CH:11]=[CH:10][C:6]([C:7]([Cl:15])=[O:8])=[CH:5][CH:4]=1. (10) Given the reactants [OH:1][C:2]1[CH:11]=[CH:10][C:5]([C:6]([O:8][CH3:9])=[O:7])=[CH:4][C:3]=1[CH3:12].Br[CH2:14][CH2:15][OH:16].C(=O)([O-])[O-].[Cs+].[Cs+].O, predict the reaction product. The product is: [OH:16][CH2:15][CH2:14][O:1][C:2]1[CH:11]=[CH:10][C:5]([C:6]([O:8][CH3:9])=[O:7])=[CH:4][C:3]=1[CH3:12].